This data is from Forward reaction prediction with 1.9M reactions from USPTO patents (1976-2016). The task is: Predict the product of the given reaction. (1) The product is: [F:20][C:21]1[CH:28]=[CH:27][C:24]([CH2:25][O:13][CH:10]2[CH2:11][CH2:12][NH:8][CH2:9]2)=[CH:23][CH:22]=1. Given the reactants C(OC([N:8]1[CH2:12][CH2:11][CH:10]([OH:13])[CH2:9]1)=O)(C)(C)C.CC(C)([O-])C.[K+].[F:20][C:21]1[CH:28]=[CH:27][C:24]([CH2:25]Br)=[CH:23][CH:22]=1, predict the reaction product. (2) Given the reactants [C:1]([O:9][CH:10]1CC(C2N3C4C=CN(S(C5C=CC(C)=CC=5)(=O)=O)C=4N=CC3=NN=2)C(CC)[CH2:11]1)(=[O:8])C1C=CC=CC=1.[CH3:39][C:40]([Si:43](Cl)([CH3:45])[CH3:44])([CH3:42])[CH3:41].N1C=CN=C1.[CH3:52][CH2:53][CH2:54][CH2:55][CH2:56][CH2:57][CH3:58].CN(C=[O:63])C, predict the reaction product. The product is: [Si:43]([O:63][CH:54]1[CH2:53][CH:52]([C:1]([O:9][CH2:10][CH3:11])=[O:8])[CH:56]([CH2:57][CH3:58])[CH2:55]1)([C:40]([CH3:42])([CH3:41])[CH3:39])([CH3:45])[CH3:44].